This data is from NCI-60 drug combinations with 297,098 pairs across 59 cell lines. The task is: Regression. Given two drug SMILES strings and cell line genomic features, predict the synergy score measuring deviation from expected non-interaction effect. (1) Drug 1: CC1=C2C(C(=O)C3(C(CC4C(C3C(C(C2(C)C)(CC1OC(=O)C(C(C5=CC=CC=C5)NC(=O)OC(C)(C)C)O)O)OC(=O)C6=CC=CC=C6)(CO4)OC(=O)C)OC)C)OC. Cell line: HS 578T. Synergy scores: CSS=54.8, Synergy_ZIP=-1.48, Synergy_Bliss=-4.72, Synergy_Loewe=-12.6, Synergy_HSA=-1.91. Drug 2: CCC1=C2CN3C(=CC4=C(C3=O)COC(=O)C4(CC)O)C2=NC5=C1C=C(C=C5)O. (2) Drug 1: C1=CC(=CC=C1CC(C(=O)O)N)N(CCCl)CCCl.Cl. Drug 2: CCCCCOC(=O)NC1=NC(=O)N(C=C1F)C2C(C(C(O2)C)O)O. Cell line: U251. Synergy scores: CSS=2.35, Synergy_ZIP=-7.07, Synergy_Bliss=-9.27, Synergy_Loewe=-9.25, Synergy_HSA=-9.38. (3) Drug 1: C1CC(=O)NC(=O)C1N2CC3=C(C2=O)C=CC=C3N. Drug 2: CC1C(C(CC(O1)OC2CC(CC3=C2C(=C4C(=C3O)C(=O)C5=CC=CC=C5C4=O)O)(C(=O)C)O)N)O. Cell line: A549. Synergy scores: CSS=53.5, Synergy_ZIP=-1.03, Synergy_Bliss=-0.787, Synergy_Loewe=-11.3, Synergy_HSA=0.0901.